From a dataset of Full USPTO retrosynthesis dataset with 1.9M reactions from patents (1976-2016). Predict the reactants needed to synthesize the given product. Given the product [CH3:20][C:6]1[N:5]=[CH:4][N:3]=[C:2]([NH:21][CH2:22][C:23]2[O:27][C:26]([C:28]([O:30][CH2:31][CH3:32])=[O:29])=[CH:25][CH:24]=2)[C:7]=1[C:8]#[C:9][C:10]1[CH:15]=[CH:14][C:13]([C:16]([F:19])([F:18])[F:17])=[CH:12][CH:11]=1, predict the reactants needed to synthesize it. The reactants are: Cl[C:2]1[C:7]([C:8]#[C:9][C:10]2[CH:15]=[CH:14][C:13]([C:16]([F:19])([F:18])[F:17])=[CH:12][CH:11]=2)=[C:6]([CH3:20])[N:5]=[CH:4][N:3]=1.[NH2:21][CH2:22][C:23]1[O:27][C:26]([C:28]([O:30][CH2:31][CH3:32])=[O:29])=[CH:25][CH:24]=1.